Dataset: Catalyst prediction with 721,799 reactions and 888 catalyst types from USPTO. Task: Predict which catalyst facilitates the given reaction. (1) Reactant: C[Si]([N-:5][Si](C)(C)C)(C)C.[Li+].[F:11][C:12]1[CH:13]=[C:14]([CH:17]=[CH:18][CH:19]=1)[C:15]#[N:16].Cl.[OH-].[Na+]. Product: [F:11][C:12]1[CH:13]=[C:14]([CH:17]=[CH:18][CH:19]=1)[C:15]([NH2:5])=[NH:16]. The catalyst class is: 316. (2) Reactant: [C:1]([O:12][CH3:13])(=[O:11])[C:2]1[CH:10]=[CH:9][CH:8]=[C:4]([C:5]([O-:7])=O)[CH:3]=1.O.ON1C2C=CC=CC=2N=N1.Cl.CN(C)CCCN=C=NCC.C(N(CC)CC)C.[C:44]([O:48][C:49]([N:51]1[CH2:55][C@@H:54]([CH2:56][NH2:57])[CH2:53][C@H:52]1[C:58]([N:60]1[CH2:64][CH2:63][S:62][CH2:61]1)=[O:59])=[O:50])([CH3:47])([CH3:46])[CH3:45]. Product: [C:44]([O:48][C:49]([N:51]1[CH2:55][C@@H:54]([CH2:56][NH:57][C:5](=[O:7])[C:4]2[CH:8]=[CH:9][CH:10]=[C:2]([C:1]([O:12][CH3:13])=[O:11])[CH:3]=2)[CH2:53][C@H:52]1[C:58]([N:60]1[CH2:64][CH2:63][S:62][CH2:61]1)=[O:59])=[O:50])([CH3:47])([CH3:45])[CH3:46]. The catalyst class is: 9. (3) Reactant: [CH3:1][C:2]1[CH:12]=[C:11]([CH:13]=[CH:14][C:15]2[CH:20]=[CH:19][C:18]([C:21]3[CH:26]=[CH:25][C:24]([C:27]([F:30])([F:29])[F:28])=[CH:23][CH:22]=3)=[CH:17][CH:16]=2)[CH:10]=[CH:9][C:3]=1[O:4][CH2:5][C:6]([OH:8])=[O:7]. Product: [CH3:1][C:2]1[CH:12]=[C:11]([CH2:13][CH2:14][C:15]2[CH:20]=[CH:19][C:18]([C:21]3[CH:26]=[CH:25][C:24]([C:27]([F:28])([F:29])[F:30])=[CH:23][CH:22]=3)=[CH:17][CH:16]=2)[CH:10]=[CH:9][C:3]=1[O:4][CH2:5][C:6]([OH:8])=[O:7]. The catalyst class is: 312. (4) Reactant: [CH3:1][C:2]1[CH:7]=[CH:6][CH:5]=[CH:4][C:3]=1[NH:8][S:9]([C:12]1[CH:17]=[C:16]([N+:18]([O-:20])=[O:19])[CH:15]=[CH:14][C:13]=1[CH3:21])(=[O:11])=[O:10].C([O-])([O-])=O.[K+].[K+].I[CH2:29][CH3:30]. Product: [CH2:29]([N:8]([C:3]1[CH:4]=[CH:5][CH:6]=[CH:7][C:2]=1[CH3:1])[S:9]([C:12]1[CH:17]=[C:16]([N+:18]([O-:20])=[O:19])[CH:15]=[CH:14][C:13]=1[CH3:21])(=[O:11])=[O:10])[CH3:30]. The catalyst class is: 21. (5) Product: [CH3:31][C:30]1[C:25]([C@H:21]2[CH2:22][CH2:23][CH2:24][C@@H:19]([C:14]3[C:13]([CH3:12])=[CH:18][CH:17]=[CH:16][N:15]=3)[N:20]2[CH2:32][C:33]2[CH:34]=[CH:35][C:36]([C:37]#[N:38])=[C:39]([O:11][N:10]=[C:8]([CH3:9])[CH3:7])[CH:40]=2)=[N:26][CH:27]=[CH:28][CH:29]=1. The catalyst class is: 3. Reactant: CC(C)([O-])C.[K+].[CH3:7][C:8](=[N:10][OH:11])[CH3:9].[CH3:12][C:13]1[C:14]([C@H:19]2[CH2:24][CH2:23][CH2:22][C@@H:21]([C:25]3[C:30]([CH3:31])=[CH:29][CH:28]=[CH:27][N:26]=3)[N:20]2[CH2:32][C:33]2[CH:40]=[CH:39][C:36]([C:37]#[N:38])=[C:35](F)[CH:34]=2)=[N:15][CH:16]=[CH:17][CH:18]=1. (6) Reactant: C[O:2][C:3](=[O:35])[C:4]1[CH:9]=[CH:8][C:7]([NH:10][S:11]([C:14]2[CH:19]=[CH:18][C:17]([CH2:20][O:21][C:22]3[CH:27]=[CH:26][C:25]([C:28](=[O:30])[CH3:29])=[C:24]([OH:31])[C:23]=3[CH2:32][CH2:33][CH3:34])=[CH:16][CH:15]=2)(=[O:13])=[O:12])=[CH:6][CH:5]=1.[OH-].[Li+]. Product: [C:28]([C:25]1[CH:26]=[CH:27][C:22]([O:21][CH2:20][C:17]2[CH:18]=[CH:19][C:14]([S:11]([NH:10][C:7]3[CH:8]=[CH:9][C:4]([C:3]([OH:35])=[O:2])=[CH:5][CH:6]=3)(=[O:13])=[O:12])=[CH:15][CH:16]=2)=[C:23]([CH2:32][CH2:33][CH3:34])[C:24]=1[OH:31])(=[O:30])[CH3:29]. The catalyst class is: 5. (7) Reactant: [CH2:1]([C:8]([CH2:14][C:15]1[CH:20]=[CH:19][CH:18]=[CH:17][CH:16]=1)([CH2:11][O:12][CH3:13])[CH2:9][OH:10])[C:2]1[CH:7]=[CH:6][CH:5]=[CH:4][CH:3]=1.N1C=CN=C1.C(N(CC)CC)C.[Si:33](Cl)([C:36]([CH3:39])([CH3:38])[CH3:37])([CH3:35])[CH3:34]. Product: [CH2:14]([C:8]([CH2:1][C:2]1[CH:3]=[CH:4][CH:5]=[CH:6][CH:7]=1)([CH2:9][O:10][Si:33]([C:36]([CH3:39])([CH3:38])[CH3:37])([CH3:35])[CH3:34])[CH2:11][O:12][CH3:13])[C:15]1[CH:20]=[CH:19][CH:18]=[CH:17][CH:16]=1. The catalyst class is: 35.